From a dataset of Forward reaction prediction with 1.9M reactions from USPTO patents (1976-2016). Predict the product of the given reaction. Given the reactants [C:1]([O:5][C:6]([N:8]1[CH2:17][CH2:16][C:15]2[C:10](=[CH:11][CH:12]=[C:13]([O:18][C:19]3[CH:24]=[CH:23][C:22]([C:25]#[N:26])=[CH:21][CH:20]=3)[CH:14]=2)[CH2:9]1)=[O:7])([CH3:4])([CH3:3])[CH3:2].[OH-:27].[K+], predict the reaction product. The product is: [C:1]([O:5][C:6]([N:8]1[CH2:17][CH2:16][C:15]2[C:10](=[CH:11][CH:12]=[C:13]([O:18][C:19]3[CH:24]=[CH:23][C:22]([C:25](=[O:27])[NH2:26])=[CH:21][CH:20]=3)[CH:14]=2)[CH2:9]1)=[O:7])([CH3:4])([CH3:2])[CH3:3].